This data is from TCR-epitope binding with 47,182 pairs between 192 epitopes and 23,139 TCRs. The task is: Binary Classification. Given a T-cell receptor sequence (or CDR3 region) and an epitope sequence, predict whether binding occurs between them. (1) The epitope is ITEEVGHTDLMAAY. The TCR CDR3 sequence is CSVEGGPGTAYNEQFF. Result: 0 (the TCR does not bind to the epitope). (2) The epitope is YLQPRTFLL. The TCR CDR3 sequence is CASSPEDTQYF. Result: 1 (the TCR binds to the epitope). (3) The epitope is KRWIIMGLNK. The TCR CDR3 sequence is CASSQDEDGFMNTEAFF. Result: 0 (the TCR does not bind to the epitope). (4) The epitope is CLGGLLTMV. Result: 1 (the TCR binds to the epitope). The TCR CDR3 sequence is CASTLPEGGSDIEDWTNTDTQYF. (5) The epitope is YLQPRTFLL. The TCR CDR3 sequence is CANRDTDTQYF. Result: 1 (the TCR binds to the epitope). (6) The epitope is TAFTIPSI. The TCR CDR3 sequence is CATLLDRYNEQFF. Result: 0 (the TCR does not bind to the epitope). (7) The epitope is RPPIFIRRL. The TCR CDR3 sequence is CASSMGQGDYEQYF. Result: 0 (the TCR does not bind to the epitope). (8) The epitope is FVDGVPFVV. Result: 1 (the TCR binds to the epitope). The TCR CDR3 sequence is CASSEWDREETQYF. (9) The epitope is TEILPVSMTK. The TCR CDR3 sequence is CASSRLEARELFF. Result: 0 (the TCR does not bind to the epitope). (10) The epitope is GTSGSPIIDK. The TCR CDR3 sequence is CASSQGQGLYEQYF. Result: 0 (the TCR does not bind to the epitope).